This data is from Full USPTO retrosynthesis dataset with 1.9M reactions from patents (1976-2016). The task is: Predict the reactants needed to synthesize the given product. (1) Given the product [CH2:1]([S:3]([NH:6][C:7]1[C:8]([CH3:34])=[C:9]([CH:31]=[CH:32][CH:33]=1)[O:10][C:11]1[C:12]([C:28]([NH2:30])=[O:29])=[C:13]([NH:19][C:20]2[CH:25]=[CH:24][C:23]([I:26])=[CH:22][C:21]=2[F:27])[N:14]([CH3:18])[C:15](=[O:17])[C:16]=1[F:35])(=[O:4])=[O:5])[CH3:2], predict the reactants needed to synthesize it. The reactants are: [CH2:1]([S:3]([NH:6][C:7]1[C:8]([CH3:34])=[C:9]([CH:31]=[CH:32][CH:33]=1)[O:10][C:11]1[C:12]([C:28]([NH2:30])=[O:29])=[C:13]([NH:19][C:20]2[CH:25]=[CH:24][C:23]([I:26])=[CH:22][C:21]=2[F:27])[N:14]([CH3:18])[C:15](=[O:17])[CH:16]=1)(=[O:5])=[O:4])[CH3:2].[F:35][B-](F)(F)F.F[B-](F)(F)F.ClC[N+]12CC[N+](F)(CC1)CC2. (2) Given the product [OH:18][CH2:17][C:16]1[CH:20]=[C:21]([CH:22]=[C:14]([C:13]([N:8]2[CH2:9][CH2:10][CH2:11][C@@H:7]2[C:4]2[S:5][CH:6]=[C:2]([CH3:1])[N:3]=2)=[O:12])[CH:15]=1)[C:23]([O:25][CH3:26])=[O:24], predict the reactants needed to synthesize it. The reactants are: [CH3:1][C:2]1[N:3]=[C:4]([C@H:7]2[CH2:11][CH2:10][CH2:9][NH:8]2)[S:5][CH:6]=1.[OH:12][CH2:13][C:14]1[CH:15]=[C:16]([CH:20]=[C:21]([C:23]([O:25][CH3:26])=[O:24])[CH:22]=1)[C:17](O)=[O:18].C(N(C(C)C)CC)(C)C.C1C=CC2N(O)N=NC=2C=1.CCN=C=NCCCN(C)C. (3) Given the product [Cl:1][CH2:2][C:3]([NH:5][C:6]1[C:11]([N+:21]([O-:23])=[O:22])=[CH:10][CH:9]=[C:8]([F:12])[C:7]=1[CH3:13])=[O:4], predict the reactants needed to synthesize it. The reactants are: [Cl:1][CH2:2][C:3]([NH:5][C:6]1[CH:11]=[CH:10][CH:9]=[C:8]([F:12])[C:7]=1[CH3:13])=[O:4].C(O)C.O.C(=O)=O.[N+:21]([O-])([OH:23])=[O:22]. (4) Given the product [CH3:19][O:18][C:16](=[O:17])[C:15]1[CH:20]=[CH:21][C:12]([CH:10]([O:9][CH:2]([CH3:3])[CH3:1])[CH3:11])=[CH:13][CH:14]=1, predict the reactants needed to synthesize it. The reactants are: [CH3:1][CH:2](O)[CH3:3].[Bi](Br)(Br)Br.[OH:9][CH:10]([C:12]1[CH:21]=[CH:20][C:15]([C:16]([O:18][CH3:19])=[O:17])=[CH:14][CH:13]=1)[CH3:11]. (5) Given the product [C:35]1([C:1]2[CH:6]=[CH:5][CH:4]=[CH:3][CH:2]=2)[CH:36]=[CH:37][C:32]([C:29]2[N:28]=[C:27]([C@@H:24]3[CH2:25][CH2:26][N:23]3[C:21]([O:20][C:16]([CH3:19])([CH3:18])[CH3:17])=[O:22])[O:31][N:30]=2)=[CH:33][CH:34]=1, predict the reactants needed to synthesize it. The reactants are: [C:1]1(B(O)O)[CH:6]=[CH:5][CH:4]=[CH:3][CH:2]=1.C([O-])([O-])=O.[Cs+].[Cs+].[C:16]([O:20][C:21]([N:23]1[CH2:26][CH2:25][C@H:24]1[C:27]1[O:31][N:30]=[C:29]([C:32]2[CH:37]=[CH:36][C:35](I)=[CH:34][CH:33]=2)[N:28]=1)=[O:22])([CH3:19])([CH3:18])[CH3:17].[Li+].[Br-]. (6) Given the product [OH:8][C:9]1[CH:10]=[CH:11][C:12]([N:15]2[CH2:16][CH2:17][CH:18]([O:21][C:22]3[CH:27]=[CH:26][C:25]([O:28][C:29]([F:32])([F:30])[F:31])=[CH:24][CH:23]=3)[CH2:19][CH2:20]2)=[CH:13][CH:14]=1, predict the reactants needed to synthesize it. The reactants are: C([O:8][C:9]1[CH:14]=[CH:13][C:12]([N:15]2[CH2:20][CH2:19][CH:18]([O:21][C:22]3[CH:27]=[CH:26][C:25]([O:28][C:29]([F:32])([F:31])[F:30])=[CH:24][CH:23]=3)[CH2:17][CH2:16]2)=[CH:11][CH:10]=1)C1C=CC=CC=1.[H][H]. (7) Given the product [CH2:26]([N:12]([C:9]1[CH:10]=[CH:11][C:6]([F:5])=[CH:7][CH:8]=1)[CH:13]1[CH2:14][CH2:15][N:16]([C:19]([O:21][C:22]([CH3:25])([CH3:24])[CH3:23])=[O:20])[CH2:17][CH2:18]1)[CH3:27], predict the reactants needed to synthesize it. The reactants are: C([BH3-])#N.[Na+].[F:5][C:6]1[CH:11]=[CH:10][C:9]([NH:12][CH:13]2[CH2:18][CH2:17][N:16]([C:19]([O:21][C:22]([CH3:25])([CH3:24])[CH3:23])=[O:20])[CH2:15][CH2:14]2)=[CH:8][CH:7]=1.[CH:26](=O)[CH3:27].C(=O)([O-])O.[Na+]. (8) Given the product [CH3:38][O:37][C:35]([C:34]1[C:3]([OH:2])=[C:5]2[C:6](=[CH:22][N:23]=1)[N:7]([CH2:13][C:14]1[CH:15]=[CH:16][C:17]([O:20][CH3:21])=[CH:18][CH:19]=1)[C:8](=[O:12])[C:9]([Br:11])=[CH:10]2)=[O:36], predict the reactants needed to synthesize it. The reactants are: C[O:2][C:3]([C:5]1[CH:10]=[C:9]([Br:11])[C:8](=[O:12])[N:7]([CH2:13][C:14]2[CH:19]=[CH:18][C:17]([O:20][CH3:21])=[CH:16][CH:15]=2)[C:6]=1[CH2:22][N:23]([CH2:34][C:35]([O:37][CH3:38])=[O:36])S(C1C=CC(C)=CC=1)(=O)=O)=O.C[O-].[Na+].Cl. (9) Given the product [N:8]12[CH2:13][CH2:12][CH:11]([CH2:10][CH2:9]1)[CH2:6][CH:7]2[NH:14][C:15](=[O:16])[NH2:17], predict the reactants needed to synthesize it. The reactants are: [OH-].[Na+].Cl.Cl.N[CH:6]1[CH:11]2[CH2:12][CH2:13][N:8]([CH2:9][CH2:10]2)[CH2:7]1.[NH2:14][C:15]([NH2:17])=[O:16].NC1C2CCN(CC2)C1.